The task is: Regression. Given a peptide amino acid sequence and an MHC pseudo amino acid sequence, predict their binding affinity value. This is MHC class I binding data.. This data is from Peptide-MHC class I binding affinity with 185,985 pairs from IEDB/IMGT. (1) The peptide sequence is MRDGGSATV. The binding affinity (normalized) is 0.0847. The MHC is HLA-A02:12 with pseudo-sequence HLA-A02:12. (2) The peptide sequence is RIRKDFGKR. The MHC is HLA-B08:02 with pseudo-sequence HLA-B08:02. The binding affinity (normalized) is 0.0847. (3) The peptide sequence is YPITADKRI. The MHC is HLA-B15:17 with pseudo-sequence HLA-B15:17. The binding affinity (normalized) is 0.0847. (4) The peptide sequence is TASALYREA. The MHC is Patr-A0301 with pseudo-sequence Patr-A0301. The binding affinity (normalized) is 0. (5) The peptide sequence is LDVVKRQQEL. The MHC is Mamu-B01 with pseudo-sequence Mamu-B01. The binding affinity (normalized) is 0. (6) The peptide sequence is ISDPAFKVF. The MHC is HLA-A24:02 with pseudo-sequence HLA-A24:02. The binding affinity (normalized) is 0.0847. (7) The peptide sequence is DYAMHGTVF. The MHC is HLA-A11:01 with pseudo-sequence HLA-A11:01. The binding affinity (normalized) is 0. (8) The peptide sequence is AFDWPELEF. The MHC is HLA-B07:02 with pseudo-sequence HLA-B07:02. The binding affinity (normalized) is 0.0847. (9) The peptide sequence is KVFSFWLLCK. The MHC is HLA-A02:02 with pseudo-sequence HLA-A02:02. The binding affinity (normalized) is 0.228.